This data is from Forward reaction prediction with 1.9M reactions from USPTO patents (1976-2016). The task is: Predict the product of the given reaction. Given the reactants [CH2:1]([C:5]1[CH:10]=[CH:9][C:8]([C:11]#[C:12][C:13]2[CH:29]=[CH:28][C:16]([CH2:17][NH:18][CH2:19][CH2:20][C:21]3[CH:26]=[CH:25][C:24]([Cl:27])=[CH:23][CH:22]=3)=[CH:15][CH:14]=2)=[CH:7][CH:6]=1)[CH2:2][CH2:3][CH3:4].[CH:30]([C:32]1[CH:41]=[CH:40][C:35]([C:36]([O:38][CH3:39])=[O:37])=[CH:34][CH:33]=1)=O.C(O[BH-](OC(=O)C)OC(=O)C)(=O)C.[Na+].O, predict the reaction product. The product is: [CH2:1]([C:5]1[CH:6]=[CH:7][C:8]([C:11]#[C:12][C:13]2[CH:29]=[CH:28][C:16]([CH2:17][N:18]([CH2:30][C:32]3[CH:41]=[CH:40][C:35]([C:36]([O:38][CH3:39])=[O:37])=[CH:34][CH:33]=3)[CH2:19][CH2:20][C:21]3[CH:26]=[CH:25][C:24]([Cl:27])=[CH:23][CH:22]=3)=[CH:15][CH:14]=2)=[CH:9][CH:10]=1)[CH2:2][CH2:3][CH3:4].